Regression/Classification. Given a drug SMILES string, predict its absorption, distribution, metabolism, or excretion properties. Task type varies by dataset: regression for continuous measurements (e.g., permeability, clearance, half-life) or binary classification for categorical outcomes (e.g., BBB penetration, CYP inhibition). For this dataset (caco2_wang), we predict Y. From a dataset of Caco-2 cell permeability data measuring drug intestinal absorption for ~900 compounds. (1) The molecule is COc1ccc2c(c1)C13CCCCC1C(C2)N(C)CC3. The Y is -4.74 log Papp (cm/s). (2) The molecule is CC1(C)CC(=O)N(CCCCN2CCN(c3ncccn3)CC2)C(=O)C1O. The Y is -4.89 log Papp (cm/s). (3) The drug is COCCc1ccc(OCC(O)CNC(C)C)cc1. The Y is -4.35 log Papp (cm/s).